Predict the reactants needed to synthesize the given product. From a dataset of Full USPTO retrosynthesis dataset with 1.9M reactions from patents (1976-2016). (1) Given the product [C:1]12([CH2:11][C:12]([NH:14][C:15]3[C:24]([CH3:25])=[CH:23][CH:22]=[C:21]4[C:16]=3[CH:17]=[CH:18][C:19]([NH:33][CH2:34][CH2:35][N:36]([CH2:37][CH2:38][OH:39])[C:27](=[O:30])[O:28][C:1]([CH3:10])([CH3:8])[CH3:2])=[N:20]4)=[O:13])[CH2:10][CH:5]3[CH2:6][CH:7]([CH2:9][CH:3]([CH2:4]3)[CH2:2]1)[CH2:8]2, predict the reactants needed to synthesize it. The reactants are: [C:1]12([CH2:11][C:12]([NH:14][C:15]3[C:24]([CH3:25])=[CH:23][CH:22]=[C:21]4[C:16]=3[CH:17]=[CH:18][C:19](Cl)=[N:20]4)=[O:13])[CH2:10][CH:5]3[CH2:6][CH:7]([CH2:9][CH:3]([CH2:4]3)[CH2:2]1)[CH2:8]2.[C:27](=[O:30])([O-])[O-:28].[K+].[K+].[NH2:33][CH2:34][CH2:35][NH:36][CH2:37][CH2:38][OH:39]. (2) Given the product [F:10][C:9]([F:11])([F:12])[C:7]1[CH:6]=[C:5]([NH:13][CH2:14][C:15]([N:23]2[CH2:24][CH2:25][NH:20][C:21](=[O:26])[CH2:22]2)=[O:17])[CH:4]=[C:3]([C:2]([F:1])([F:19])[F:18])[CH:8]=1, predict the reactants needed to synthesize it. The reactants are: [F:1][C:2]([F:19])([F:18])[C:3]1[CH:4]=[C:5]([NH:13][CH2:14][C:15]([OH:17])=O)[CH:6]=[C:7]([C:9]([F:12])([F:11])[F:10])[CH:8]=1.[NH:20]1[CH2:25][CH2:24][NH:23][CH2:22][C:21]1=[O:26].N1(OC(N(C)C)=[N+](C)C)C2N=CC=CC=2N=N1.C(N(CC)C(C)C)(C)C.